Task: Predict the reactants needed to synthesize the given product.. Dataset: Full USPTO retrosynthesis dataset with 1.9M reactions from patents (1976-2016) Given the product [C:12]([C:11]1[C:2]([O:1][CH:26]([C:31]2[CH:36]=[CH:35][CH:34]=[CH:33][CH:32]=2)[C:27]([O:29][CH3:30])=[O:28])=[N:3][C:4]2[CH2:5][CH2:6][CH2:7][CH2:8][C:9]=2[C:10]=1[C:14]1[S:15][CH:16]=[CH:17][CH:18]=1)#[N:13], predict the reactants needed to synthesize it. The reactants are: [OH:1][C:2]1[C:11]([C:12]#[N:13])=[C:10]([C:14]2[S:15][CH:16]=[CH:17][CH:18]=2)[C:9]2[CH2:8][CH2:7][CH2:6][CH2:5][C:4]=2[N:3]=1.C([O-])([O-])=O.[K+].[K+].Br[CH:26]([C:31]1[CH:36]=[CH:35][CH:34]=[CH:33][CH:32]=1)[C:27]([O:29][CH3:30])=[O:28].